This data is from Full USPTO retrosynthesis dataset with 1.9M reactions from patents (1976-2016). The task is: Predict the reactants needed to synthesize the given product. (1) Given the product [F:21][C:19]1[CH:18]=[CH:17][C:16]([O:22][CH3:23])=[C:15]([CH:20]=1)[CH2:14][N:12]([CH3:13])[C:10](=[O:11])[CH2:9][CH2:8][CH2:7][N:5]1[CH:6]=[C:2]([C:28]2[CH:29]=[CH:30][C:25]([F:24])=[CH:26][C:27]=2[CH3:34])[CH:3]=[N:4]1, predict the reactants needed to synthesize it. The reactants are: Br[C:2]1[CH:3]=[N:4][N:5]([CH2:7][CH2:8][CH2:9][C:10]([N:12]([CH2:14][C:15]2[CH:20]=[C:19]([F:21])[CH:18]=[CH:17][C:16]=2[O:22][CH3:23])[CH3:13])=[O:11])[CH:6]=1.[F:24][C:25]1[CH:30]=[CH:29][C:28](B(O)O)=[C:27]([CH3:34])[CH:26]=1. (2) Given the product [CH2:25]([O:32][C:33]([C@:35]12[CH2:42][CH2:41][C@@:38]([CH:47]=[CH:5][C:3]([O:2][CH3:1])=[O:4])([CH2:37][CH2:36]1)[CH2:39][CH2:40]2)=[O:34])[C:26]1[CH:27]=[CH:28][CH:29]=[CH:30][CH:31]=1, predict the reactants needed to synthesize it. The reactants are: [CH3:1][O:2][C:3]([CH:5]=P(C1C=CC=CC=1)(C1C=CC=CC=1)C1C=CC=CC=1)=[O:4].[CH2:25]([O:32][C:33]([C:35]12[CH2:42][CH2:41][C:38](C=O)([CH2:39][CH2:40]1)[CH2:37][CH2:36]2)=[O:34])[C:26]1[CH:31]=[CH:30][CH:29]=[CH:28][CH:27]=1.[Cl-].[NH4+].[C:47](OCC)(=O)C. (3) The reactants are: C[O:2][C:3](=O)[C:4]1[CH:9]=[C:8]([CH3:10])[C:7]([NH:11][C:12](=[O:37])[CH2:13][CH2:14][N:15]2[CH2:20][CH2:19][CH:18]([O:21][C:22](=[O:36])[NH:23][C:24]3[CH:29]=[CH:28][CH:27]=[CH:26][C:25]=3[C:30]3[CH:35]=[CH:34][CH:33]=[CH:32][CH:31]=3)[CH2:17][CH2:16]2)=[CH:6][C:5]=1[CH3:38].[H-].[Al+3].[Li+].[H-].[H-].[H-].O.[OH-].[Na+]. Given the product [OH:2][CH2:3][C:4]1[C:5]([CH3:38])=[CH:6][C:7]([NH:11][C:12]([CH2:13][CH2:14][N:15]2[CH2:16][CH2:17][CH:18]([O:21][C:22](=[O:36])[NH:23][C:24]3[CH:29]=[CH:28][CH:27]=[CH:26][C:25]=3[C:30]3[CH:31]=[CH:32][CH:33]=[CH:34][CH:35]=3)[CH2:19][CH2:20]2)=[O:37])=[C:8]([CH3:10])[CH:9]=1, predict the reactants needed to synthesize it.